This data is from Forward reaction prediction with 1.9M reactions from USPTO patents (1976-2016). The task is: Predict the product of the given reaction. (1) Given the reactants C(O)(=O)C.[CH3:5][O:6][C:7](=[O:23])[C:8]1[CH:13]=[CH:12][C:11]([N:14]([CH:19]=O)[CH2:15][C:16](=O)[CH3:17])=[C:10]([O:21][CH3:22])[CH:9]=1.C([O-])(=O)C.[NH4+:28], predict the reaction product. The product is: [CH3:5][O:6][C:7](=[O:23])[C:8]1[CH:13]=[CH:12][C:11]([N:14]2[CH:15]=[C:16]([CH3:17])[N:28]=[CH:19]2)=[C:10]([O:21][CH3:22])[CH:9]=1. (2) The product is: [Br:14][C:3]1[C:4]2[CH:9]=[C:8]([C:10]([OH:12])=[O:11])[CH:7]=[CH:6][C:5]=2[O:1][CH:2]=1. Given the reactants [O:1]1[C:5]2[CH:6]=[CH:7][C:8]([C:10]([O:12]C)=[O:11])=[CH:9][C:4]=2[CH:3]=[CH:2]1.[Br:14]Br.C([O-])(O)=O.[Na+].C([O-])([O-])=O.[K+].[K+], predict the reaction product. (3) Given the reactants [CH2:1]([O:3][C:4]1[CH:10]=[CH:9][C:7]([NH2:8])=[CH:6][CH:5]=1)[CH3:2].O=[C:12]1[CH2:17][CH2:16][N:15]([C@H:18]([CH3:22])[CH2:19][C:20]#[N:21])[CH2:14][CH2:13]1.[BH-](OC(C)=O)(OC(C)=O)OC(C)=O.[Na+].C([O-])(O)=O.[Na+].[OH-].[Na+], predict the reaction product. The product is: [CH2:1]([O:3][C:4]1[CH:10]=[CH:9][C:7]([NH:8][CH:12]2[CH2:17][CH2:16][N:15]([C@H:18]([CH3:22])[CH2:19][C:20]#[N:21])[CH2:14][CH2:13]2)=[CH:6][CH:5]=1)[CH3:2]. (4) The product is: [Cl:1][C:2]1[CH:3]=[CH:4][C:5]([C:8]2[N:9]([C:10]3[CH:15]=[CH:14][C:13]([S:16]([CH3:19])(=[O:17])=[O:18])=[CH:12][CH:11]=3)[CH:31]=[C:30]([C:29]3[CH:34]=[CH:35][CH:36]=[C:27]([F:26])[CH:28]=3)[N:20]=2)=[CH:6][CH:7]=1. Given the reactants [Cl:1][C:2]1[CH:7]=[CH:6][C:5]([C:8](=[NH:20])[NH:9][C:10]2[CH:15]=[CH:14][C:13]([S:16]([CH3:19])(=[O:18])=[O:17])=[CH:12][CH:11]=2)=[CH:4][CH:3]=1.C(=O)(O)[O-].[Na+].[F:26][C:27]1[CH:28]=[C:29]([CH:34]=[CH:35][CH:36]=1)[C:30](=O)[CH2:31]Br, predict the reaction product. (5) Given the reactants [C:1]([C:3]1[N:7]([C:8]([N:10]([C:14]2[CH:15]=[C:16]([CH:27]=[CH:28][CH:29]=2)[C:17]([O:19]CC2C=CC=CC=2)=[O:18])[CH:11]([CH3:13])[CH3:12])=[O:9])[N:6]=[N:5][C:4]=1[C:30]1[C:35]([F:36])=[CH:34][CH:33]=[CH:32][C:31]=1[F:37])#[N:2].[H][H], predict the reaction product. The product is: [C:1]([C:3]1[N:7]([C:8]([N:10]([C:14]2[CH:15]=[C:16]([CH:27]=[CH:28][CH:29]=2)[C:17]([OH:19])=[O:18])[CH:11]([CH3:13])[CH3:12])=[O:9])[N:6]=[N:5][C:4]=1[C:30]1[C:31]([F:37])=[CH:32][CH:33]=[CH:34][C:35]=1[F:36])#[N:2]. (6) Given the reactants [CH:1]1([N:7]([C:18](=[O:24])[C:19]([O:21]CC)=[O:20])[C:8]2[CH:17]=[CH:16][CH:15]=[CH:14][C:9]=2[C:10]([O:12]C)=[O:11])[CH2:6][CH2:5][CH2:4][CH2:3][CH2:2]1.C(O)C.O, predict the reaction product. The product is: [C:19]([C:18]([N:7]([CH:1]1[CH2:6][CH2:5][CH2:4][CH2:3][CH2:2]1)[C:8]1[CH:17]=[CH:16][CH:15]=[CH:14][C:9]=1[C:10]([OH:12])=[O:11])=[O:24])([OH:21])=[O:20]. (7) Given the reactants [C:1]([O:4][CH:5]([C:7]1([C:16]([NH:18][CH2:19][C:20]2[CH:25]=[C:24]([C:26]([F:29])([F:28])[F:27])[CH:23]=[CH:22][C:21]=2[O:30]C(C)(C)C)=[O:17])[CH2:11][CH2:10][CH:9]([O:12][C:13](=[O:15])[CH3:14])[CH2:8]1)[CH3:6])(=[O:3])[CH3:2], predict the reaction product. The product is: [C:13]([O:12][CH:9]1[CH2:10][CH2:11][C:7]([CH:5]([O:4][C:1](=[O:3])[CH3:2])[CH3:6])([C:16]([NH:18][CH2:19][C:20]2[CH:25]=[C:24]([C:26]([F:27])([F:29])[F:28])[CH:23]=[CH:22][C:21]=2[OH:30])=[O:17])[CH2:8]1)(=[O:15])[CH3:14]. (8) Given the reactants [OH:1][CH:2]1[CH:7]([C:8]2[CH:13]=[CH:12][C:11]([O:14][CH2:15][CH2:16][CH2:17][O:18][CH2:19][C:20]3[CH:25]=[CH:24][CH:23]=[CH:22][C:21]=3[O:26][CH3:27])=[CH:10][CH:9]=2)[CH2:6][CH2:5][N:4]([C:28]([O:30][C:31]([CH3:34])([CH3:33])[CH3:32])=[O:29])[CH2:3]1.[Br:35][C:36]1[CH:41]=[CH:40][C:39]([CH2:42]Br)=[CH:38][C:37]=1[N+:44]([O-:46])=[O:45], predict the reaction product. The product is: [Br:35][C:36]1[CH:41]=[CH:40][C:39]([CH2:42][O:1][CH:2]2[CH:7]([C:8]3[CH:13]=[CH:12][C:11]([O:14][CH2:15][CH2:16][CH2:17][O:18][CH2:19][C:20]4[CH:25]=[CH:24][CH:23]=[CH:22][C:21]=4[O:26][CH3:27])=[CH:10][CH:9]=3)[CH2:6][CH2:5][N:4]([C:28]([O:30][C:31]([CH3:34])([CH3:33])[CH3:32])=[O:29])[CH2:3]2)=[CH:38][C:37]=1[N+:44]([O-:46])=[O:45].